Dataset: Retrosynthesis with 50K atom-mapped reactions and 10 reaction types from USPTO. Task: Predict the reactants needed to synthesize the given product. (1) Given the product CCOC(=O)c1cnc(Cl)c2c(COc3cccc(-c4nnn(Cc5ccc(OC)cc5)n4)c3)csc12, predict the reactants needed to synthesize it. The reactants are: CCOC(=O)c1cnc(Cl)c2c(CBr)csc12.COc1ccc(Cn2nnc(-c3cccc(O)c3)n2)cc1. (2) The reactants are: CCOC(=O)c1coc(C(C)=O)n1.OCCO. Given the product CCOC(=O)c1coc(C2(C)OCCO2)n1, predict the reactants needed to synthesize it. (3) Given the product C#Cc1cc([N+](=O)[O-])ccc1C(=O)OC(C)(C)C, predict the reactants needed to synthesize it. The reactants are: CC(C)(C)OC(=O)c1ccc([N+](=O)[O-])cc1C#C[Si](C)(C)C. (4) Given the product Cc1ccc(NCCCCCC(=O)O)cc1N(C)C, predict the reactants needed to synthesize it. The reactants are: Cc1ccc(N)cc1N(C)C.O=C(O)CCCCCBr.